The task is: Predict the reactants needed to synthesize the given product.. This data is from Full USPTO retrosynthesis dataset with 1.9M reactions from patents (1976-2016). (1) Given the product [Cl:1][C:2]1[CH:3]=[CH:4][C:5]([NH:12][C:13]2[CH:14]=[C:15]3[C:19](=[CH:20][CH:21]=2)[N:18]([CH2:22][C:23]2[CH:28]=[CH:27][CH:26]=[C:25]([O:29][CH2:38][C:37]([F:41])([F:40])[F:36])[CH:24]=2)[CH:17]=[CH:16]3)=[C:6]([CH:11]=1)[C:7]([O:9][CH3:10])=[O:8], predict the reactants needed to synthesize it. The reactants are: [Cl:1][C:2]1[CH:3]=[CH:4][C:5]([NH:12][C:13]2[CH:14]=[C:15]3[C:19](=[CH:20][CH:21]=2)[N:18]([CH2:22][C:23]2[CH:28]=[CH:27][CH:26]=[C:25]([OH:29])[CH:24]=2)[CH:17]=[CH:16]3)=[C:6]([CH:11]=1)[C:7]([O:9][CH3:10])=[O:8].C(=O)([O-])[O-].[K+].[K+].[F:36][C:37]([F:41])([F:40])[CH2:38]I.Cl. (2) The reactants are: ClC1C=CC([O:6][CH2:7][C:8]([OH:10])=[O:9])=CC=1.[Cl:13][C:14]1[CH:21]=[CH:20][C:17]([CH2:18]Br)=[CH:16][CH:15]=1. Given the product [Cl:13][C:14]1[CH:21]=[CH:20][C:17]([CH2:18][O:6][CH2:7][C:8]([OH:10])=[O:9])=[CH:16][CH:15]=1, predict the reactants needed to synthesize it. (3) The reactants are: [CH:1](/[C:9]1[C:17]2[C:12](=[CH:13][C:14]([CH:18]=O)=[CH:15][CH:16]=2)[NH:11][N:10]=1)=[CH:2]\[C:3]1[CH:8]=[CH:7][CH:6]=[CH:5][CH:4]=1.[NH:20]1[C:28]2[C:23](=[CH:24][CH:25]=[CH:26][CH:27]=2)[CH2:22][C:21]1=[O:29].N1CCCCC1. Given the product [CH:1](/[C:9]1[C:17]2[C:12](=[CH:13][C:14](/[CH:18]=[C:22]3/[C:21](=[O:29])[NH:20][C:28]4[C:23]/3=[CH:24][CH:25]=[CH:26][CH:27]=4)=[CH:15][CH:16]=2)[NH:11][N:10]=1)=[CH:2]\[C:3]1[CH:4]=[CH:5][CH:6]=[CH:7][CH:8]=1, predict the reactants needed to synthesize it. (4) Given the product [C:4]([O:3][C:1](=[O:2])[NH:8][C@@H:9]([C:13](=[O:15])[NH:51][C:46]1[CH:47]=[CH:48][CH:49]=[CH:50][C:45]=1[NH:44][CH2:37][C:38]1[CH:39]=[CH:40][CH:41]=[CH:42][CH:43]=1)[CH:10]([CH3:11])[CH3:12])([CH3:5])([CH3:6])[CH3:7], predict the reactants needed to synthesize it. The reactants are: [C:1]([NH:8][C@@H:9]([C:13]([OH:15])=O)[CH:10]([CH3:12])[CH3:11])([O:3][C:4]([CH3:7])([CH3:6])[CH3:5])=[O:2].CCN=C=NCCCN(C)C.C1C=CC2N(O)N=NC=2C=1.[CH2:37]([NH:44][C:45]1[C:46]([NH2:51])=[CH:47][CH:48]=[CH:49][CH:50]=1)[C:38]1[CH:43]=[CH:42][CH:41]=[CH:40][CH:39]=1.CCN(C(C)C)C(C)C. (5) Given the product [C:10]([O:14][C:15](=[O:34])[N:16]([CH2:26][C:27]1[CH:32]=[CH:31][C:30]([Cl:33])=[CH:29][CH:28]=1)[C:17]1[CH:22]=[CH:21][C:20]([CH:23]([OH:24])[C:3]2[C:4]3[C:5](=[N:6][CH:7]=[CH:8][CH:9]=3)[NH:1][CH:2]=2)=[C:19]([O:35][CH3:38])[N:18]=1)([CH3:13])([CH3:12])[CH3:11], predict the reactants needed to synthesize it. The reactants are: [NH:1]1[C:5]2=[N:6][CH:7]=[CH:8][CH:9]=[C:4]2[CH:3]=[CH:2]1.[C:10]([O:14][C:15](=[O:34])[N:16]([CH2:26][C:27]1[CH:32]=[CH:31][C:30]([Cl:33])=[CH:29][CH:28]=1)[C:17]1[CH:22]=[CH:21][C:20]([CH:23]=[O:24])=[C:19](F)[N:18]=1)([CH3:13])([CH3:12])[CH3:11].[OH-:35].[K+].O.[CH3:38]O. (6) Given the product [F:21][C:18]1[CH:17]=[CH:16][C:15]([CH2:14][NH:13][C:11]([C:9]2[N:10]=[C:5]([C:2]([NH:1][C:33](=[O:38])[C:34]([N:27]([CH3:28])[CH3:25])=[O:35])([CH3:4])[CH3:3])[N:6]([CH3:24])[C:7](=[O:23])[C:8]=2[OH:22])=[O:12])=[CH:20][CH:19]=1, predict the reactants needed to synthesize it. The reactants are: [NH2:1][C:2]([C:5]1[N:6]([CH3:24])[C:7](=[O:23])[C:8]([OH:22])=[C:9]([C:11]([NH:13][CH2:14][C:15]2[CH:20]=[CH:19][C:18]([F:21])=[CH:17][CH:16]=2)=[O:12])[N:10]=1)([CH3:4])[CH3:3].[CH2:25]([N:27](CC)[CH2:28]C)C.Cl[C:33](=[O:38])[C:34](OC)=[O:35].